Dataset: Full USPTO retrosynthesis dataset with 1.9M reactions from patents (1976-2016). Task: Predict the reactants needed to synthesize the given product. (1) Given the product [F:17][C:18]1[CH:19]=[C:20]([CH:25]=[C:26]([C:2]2[C:3]([O:12][CH2:13][CH2:14][O:15][CH3:16])=[N:4][C:5]([C:8]([F:11])([F:10])[F:9])=[CH:6][CH:7]=2)[CH:27]=1)[C:21]([O:23][CH3:24])=[O:22], predict the reactants needed to synthesize it. The reactants are: Br[C:2]1[C:3]([O:12][CH2:13][CH2:14][O:15][CH3:16])=[N:4][C:5]([C:8]([F:11])([F:10])[F:9])=[CH:6][CH:7]=1.[F:17][C:18]1[CH:19]=[C:20]([CH:25]=[C:26](B2OC(C)(C)C(C)(C)O2)[CH:27]=1)[C:21]([O:23][CH3:24])=[O:22].C(=O)([O-])[O-].[K+].[K+]. (2) The reactants are: [C:1]([O:5][C:6]([N:8]1[CH2:13][CH2:12][N:11]2[C:14]([C:20]([F:23])([F:22])[F:21])=[N:15][C:16]([C:17](O)=[O:18])=[C:10]2[CH2:9]1)=[O:7])([CH3:4])([CH3:3])[CH3:2].Cl.[CH3:25][NH:26][CH3:27].C(N(CC)C(C)C)(C)C. Given the product [CH3:25][N:26]([CH3:27])[C:17]([C:16]1[N:15]=[C:14]([C:20]([F:21])([F:22])[F:23])[N:11]2[CH2:12][CH2:13][N:8]([C:6]([O:5][C:1]([CH3:4])([CH3:3])[CH3:2])=[O:7])[CH2:9][C:10]=12)=[O:18], predict the reactants needed to synthesize it. (3) Given the product [F:1][C:2]1[C:3]([O:4][CH2:5][CH2:6][N:7]2[CH2:12][CH2:11][O:10][CH2:9][CH2:8]2)=[CH:13][C:14]([NH:33][C@@H:30]2[CH2:29][CH2:28][C@H:27]([C:25]([NH:24][CH:21]([CH3:23])[CH3:22])=[O:26])[CH2:32][CH2:31]2)=[C:15]([N+:17]([O-:19])=[O:18])[CH:16]=1, predict the reactants needed to synthesize it. The reactants are: [F:1][C:2]1[CH:16]=[C:15]([N+:17]([O-:19])=[O:18])[C:14](F)=[CH:13][C:3]=1[O:4][CH2:5][CH2:6][N:7]1[CH2:12][CH2:11][O:10][CH2:9][CH2:8]1.[CH:21]([NH:24][C:25]([C@H:27]1[CH2:32][CH2:31][C@@H:30]([NH:33]C2C=C(OCC3C=CC(OC)=CC=3)C=CC=2[N+]([O-])=O)[CH2:29][CH2:28]1)=[O:26])([CH3:23])[CH3:22].